Dataset: Forward reaction prediction with 1.9M reactions from USPTO patents (1976-2016). Task: Predict the product of the given reaction. (1) Given the reactants Br[C:2]1[CH:30]=[CH:29][C:5]([CH2:6][C:7]2[CH:8]=[C:9]3[C:14](=[C:15]4[CH:20]=[CH:19][N:18]=[CH:17][C:16]=24)[N:13]=[CH:12][N:11]([C@H:21]2[CH2:26][CH2:25][CH2:24][CH2:23][C@@H:22]2[OH:27])[C:10]3=[O:28])=[CH:4][CH:3]=1.[NH:31]1[CH2:36][CH2:35][O:34][CH2:33][CH2:32]1.CC(C)([O-])C.[K+], predict the reaction product. The product is: [OH:27][C@H:22]1[CH2:23][CH2:24][CH2:25][CH2:26][C@@H:21]1[N:11]1[C:10](=[O:28])[C:9]2[C:14](=[C:15]3[CH:20]=[CH:19][N:18]=[CH:17][C:16]3=[C:7]([CH2:6][C:5]3[CH:29]=[CH:30][C:2]([N:31]4[CH2:36][CH2:35][O:34][CH2:33][CH2:32]4)=[CH:3][CH:4]=3)[CH:8]=2)[N:13]=[CH:12]1. (2) Given the reactants [F:1][C:2]1[CH:7]=[CH:6][CH:5]=[CH:4][C:3]=1[N:8]1[C:27](=[O:28])[C:11]2=[CH:12][N:13]([CH2:20][CH:21]3[CH2:26][CH2:25][NH:24][CH2:23][CH2:22]3)[C:14]3[CH:15]=[CH:16][CH:17]=[CH:18][C:19]=3[C:10]2=[N:9]1.C(N(CC)CC)C.[CH3:36][N:37]=[C:38]=[O:39], predict the reaction product. The product is: [F:1][C:2]1[CH:7]=[CH:6][CH:5]=[CH:4][C:3]=1[N:8]1[C:27](=[O:28])[C:11]2=[CH:12][N:13]([CH2:20][CH:21]3[CH2:22][CH2:23][N:24]([C:38]([NH:37][CH3:36])=[O:39])[CH2:25][CH2:26]3)[C:14]3[CH:15]=[CH:16][CH:17]=[CH:18][C:19]=3[C:10]2=[N:9]1. (3) The product is: [CH3:1][C:2]1[C:7]([O:8][CH2:10][C:11]([O:13][CH3:14])=[O:12])=[CH:6][CH:5]=[CH:4][N:3]=1. Given the reactants [CH3:1][C:2]1[C:7]([OH:8])=[CH:6][CH:5]=[CH:4][N:3]=1.Br[CH2:10][C:11]([O:13][CH3:14])=[O:12].C(=O)([O-])[O-].[Cs+].[Cs+].O, predict the reaction product. (4) Given the reactants [C:1]([O:9][C@H:10]1[CH2:15][C@@H:14]([CH2:16][N:17]2[C:21](=[O:22])[C:20]3=[CH:23][CH:24]=[CH:25][CH:26]=[C:19]3[C:18]2=[O:27])[O:13][C@@H:12]([N:28]2[C:36]3[C:31](=[CH:32][CH:33]=[CH:34][CH:35]=3)[CH:30]=[CH:29]2)[CH2:11]1)(=[O:8])[C:2]1[CH:7]=[CH:6][CH:5]=[CH:4][CH:3]=1.C(Cl)(=O)C(Cl)=O.O[N:44]1[C:48](=O)C[CH2:46][C:45]1=[O:50].[N:51]1[CH:56]=[CH:55][CH:54]=[CH:53][CH:52]=1, predict the reaction product. The product is: [C:1]([O:9][C@H:10]1[CH2:15][C@@H:14]([CH2:16][N:17]2[C:21](=[O:22])[C:20]3=[CH:23][CH:24]=[CH:25][CH:26]=[C:19]3[C:18]2=[O:27])[O:13][C@@H:12]([N:28]2[C:36]3[C:31](=[CH:32][CH:33]=[CH:34][CH:35]=3)[C:30]([C:46]3[C:45](=[O:50])[NH:44][C:48]4[C:56]([N:51]=3)=[CH:55][CH:54]=[CH:53][CH:52]=4)=[CH:29]2)[CH2:11]1)(=[O:8])[C:2]1[CH:7]=[CH:6][CH:5]=[CH:4][CH:3]=1.